From a dataset of Full USPTO retrosynthesis dataset with 1.9M reactions from patents (1976-2016). Predict the reactants needed to synthesize the given product. (1) Given the product [Br:13][C:14]1[CH:19]=[CH:18][C:17]2[O:20][C:1](=[O:2])[N:22]3[C:23]4[CH:24]=[CH:25][CH:26]=[CH:27][C:28]=4[CH:29]=[C:21]3[C:16]=2[CH:15]=1, predict the reactants needed to synthesize it. The reactants are: [C:1](N1C=CN=C1)(N1C=CN=C1)=[O:2].[Br:13][C:14]1[CH:19]=[CH:18][C:17]([OH:20])=[C:16]([C:21]2[NH:22][C:23]3[C:28]([CH:29]=2)=[CH:27][CH:26]=[CH:25][CH:24]=3)[CH:15]=1. (2) The reactants are: [CH3:1][C:2]([CH3:21])([CH3:20])[CH2:3][O:4][C:5]([C:7]1[CH:12]=[CH:11][C:10]([C:13]([F:16])([F:15])[F:14])=[CH:9][C:8]=1B(O)O)=[O:6].[CH2:22]([C@@H:29]1[C@@H:38]([OH:39])[C:37]2[C:32](=[CH:33][C:34](Br)=[CH:35][CH:36]=2)[O:31][CH2:30]1)[C:23]1[CH:28]=[CH:27][CH:26]=[CH:25][CH:24]=1.C(=O)([O-])[O-].[Na+].[Na+]. Given the product [CH3:1][C:2]([CH3:21])([CH3:20])[CH2:3][O:4][C:5](=[O:6])[C:7]1[CH:12]=[CH:11][C:10]([C:13]([F:16])([F:15])[F:14])=[CH:9][C:8]=1[C:34]1[CH:33]=[C:32]2[C:37]([C@H:38]([OH:39])[C@@H:29]([CH2:22][C:23]3[CH:28]=[CH:27][CH:26]=[CH:25][CH:24]=3)[CH2:30][O:31]2)=[CH:36][CH:35]=1, predict the reactants needed to synthesize it. (3) The reactants are: [CH:1]([S:4][C:5]1[CH:13]=[CH:12][CH:11]=[CH:10][C:6]=1[C:7](Cl)=[O:8])([CH3:3])[CH3:2].[CH:14]1([CH2:18][NH:19][C@H:20]2[CH2:24][CH2:23][N:22]([C:25]([O:27][C:28]([CH3:31])([CH3:30])[CH3:29])=[O:26])[CH2:21]2)[CH2:17][CH2:16][CH2:15]1.C(N(CC)CC)C. Given the product [CH:14]1([CH2:18][N:19]([C:7](=[O:8])[C:6]2[CH:10]=[CH:11][CH:12]=[CH:13][C:5]=2[S:4][CH:1]([CH3:3])[CH3:2])[C@H:20]2[CH2:24][CH2:23][N:22]([C:25]([O:27][C:28]([CH3:31])([CH3:30])[CH3:29])=[O:26])[CH2:21]2)[CH2:15][CH2:16][CH2:17]1, predict the reactants needed to synthesize it.